Dataset: Choline transporter screen with 302,306 compounds. Task: Binary Classification. Given a drug SMILES string, predict its activity (active/inactive) in a high-throughput screening assay against a specified biological target. The drug is Clc1c(C(=O)Nc2ccc(S(=O)(=O)Nc3ncccc3)cc2)ccc(Cl)c1. The result is 1 (active).